From a dataset of Forward reaction prediction with 1.9M reactions from USPTO patents (1976-2016). Predict the product of the given reaction. (1) The product is: [C:21]([CH:25]1[CH2:26][CH2:27][CH:28]([NH:31][CH2:18][C:15]2[CH:16]=[CH:17][C:12]([C:11]([N:5]([CH2:4][CH:1]3[CH2:3][CH2:2]3)[CH2:6][CH2:7][C:8]([OH:10])=[O:9])=[O:20])=[CH:13][CH:14]=2)[CH2:29][CH2:30]1)([CH3:24])([CH3:22])[CH3:23]. Given the reactants [CH:1]1([CH2:4][N:5]([C:11](=[O:20])[C:12]2[CH:17]=[CH:16][C:15]([CH:18]=O)=[CH:14][CH:13]=2)[CH2:6][CH2:7][C:8]([OH:10])=[O:9])[CH2:3][CH2:2]1.[C:21]([CH:25]1[CH2:30][CH2:29][CH:28]([NH2:31])[CH2:27][CH2:26]1)([CH3:24])([CH3:23])[CH3:22].C(O)(=O)C.C([BH3-])#N.[Na+], predict the reaction product. (2) Given the reactants [NH2:1][CH:2]1[C:9](=[O:10])[N:8]2[CH:3]1[S:4][CH2:5][C:6]([CH3:27])=[C:7]2[C:11]([O:13][CH:14]([C:21]1[CH:26]=[CH:25][CH:24]=[CH:23][CH:22]=1)[C:15]1[CH:20]=[CH:19][CH:18]=[CH:17][CH:16]=1)=[O:12].[C:28]([O:32][C:33]([NH:35][C:36]1[S:37][C:38]([Cl:66])=[C:39]([C:41](=[N:45][O:46][C:47]([C:60]2[CH:65]=[CH:64][CH:63]=[CH:62][CH:61]=2)([C:54]2[CH:59]=[CH:58][CH:57]=[CH:56][CH:55]=2)[C:48]2[CH:53]=[CH:52][CH:51]=[CH:50][CH:49]=2)[C:42](O)=[O:43])[N:40]=1)=[O:34])([CH3:31])([CH3:30])[CH3:29].N1C=CC=CC=1.P(Cl)(Cl)(OCl)=O, predict the reaction product. The product is: [C:28]([O:32][C:33]([NH:35][C:36]1[S:37][C:38]([Cl:66])=[C:39]([C:41](=[N:45][O:46][C:47]([C:48]2[CH:49]=[CH:50][CH:51]=[CH:52][CH:53]=2)([C:60]2[CH:65]=[CH:64][CH:63]=[CH:62][CH:61]=2)[C:54]2[CH:55]=[CH:56][CH:57]=[CH:58][CH:59]=2)[C:42]([NH:1][C@@H:2]2[C:9](=[O:10])[N:8]3[C@@H:3]2[S:4][CH2:5][C:6]([CH3:27])=[C:7]3[C:11]([O:13][CH:14]([C:21]2[CH:26]=[CH:25][CH:24]=[CH:23][CH:22]=2)[C:15]2[CH:20]=[CH:19][CH:18]=[CH:17][CH:16]=2)=[O:12])=[O:43])[N:40]=1)=[O:34])([CH3:31])([CH3:29])[CH3:30]. (3) Given the reactants [CH:1]([N:4]1[C:12]2[C:7](=[CH:8][CH:9]=[CH:10][CH:11]=2)[C:6]([C:13]([NH:15][NH2:16])=[O:14])=[N:5]1)([CH3:3])[CH3:2].Cl.[CH:18]1([N:22]2[CH2:27][CH2:26][CH:25]([CH2:28][C:29](O)=O)[CH2:24][CH2:23]2)[CH2:21][CH2:20][CH2:19]1.P(Cl)(Cl)(Cl)=O, predict the reaction product. The product is: [CH:18]1([N:22]2[CH2:23][CH2:24][CH:25]([CH2:28][C:29]3[O:14][C:13]([C:6]4[C:7]5[C:12](=[CH:11][CH:10]=[CH:9][CH:8]=5)[N:4]([CH:1]([CH3:3])[CH3:2])[N:5]=4)=[N:15][N:16]=3)[CH2:26][CH2:27]2)[CH2:19][CH2:20][CH2:21]1. (4) Given the reactants Br[C:2]1[CH:3]=[C:4]([CH:18]=[CH:19][CH:20]=1)[C:5]([NH:7][CH2:8][CH2:9][CH2:10][N:11]1[CH2:16][CH2:15][N:14]([CH3:17])[CH2:13][CH2:12]1)=[O:6].[NH2:21][C:22]1[CH:23]=[C:24]([CH:35]=[CH:36][CH:37]=1)[C:25]([N:27]([CH3:34])[C:28]1[CH:33]=[CH:32][N:31]=[CH:30][CH:29]=1)=[O:26].CC(C1C=C(C(C)C)C(C2C=CC=CC=2P(C2CCCCC2)C2CCCCC2)=C(C(C)C)C=1)C.C([O-])([O-])=O.[K+].[K+], predict the reaction product. The product is: [CH3:34][N:27]([C:28]1[CH:33]=[CH:32][N:31]=[CH:30][CH:29]=1)[C:25](=[O:26])[C:24]1[CH:35]=[CH:36][CH:37]=[C:22]([NH:21][C:2]2[CH:20]=[CH:19][CH:18]=[C:4]([C:5](=[O:6])[NH:7][CH2:8][CH2:9][CH2:10][N:11]3[CH2:16][CH2:15][N:14]([CH3:17])[CH2:13][CH2:12]3)[CH:3]=2)[CH:23]=1.